Dataset: Catalyst prediction with 721,799 reactions and 888 catalyst types from USPTO. Task: Predict which catalyst facilitates the given reaction. (1) The catalyst class is: 779. Reactant: [Cl:1][C:2]1[S:6][C:5]([S:7]([NH:10][C:11]2[C:16](Cl)=[N:15][CH:14]=[CH:13][N:12]=2)(=[O:9])=[O:8])=[CH:4][CH:3]=1.C(O)(=O)[CH2:19][C:20]([CH2:25][C:26](O)=O)([C:22]([OH:24])=[O:23])[OH:21]. Product: [C:22]([O:24][CH2:16][CH3:11])(=[O:23])[CH3:20].[CH3:2][CH2:26][CH2:25][CH:20]([CH3:19])[CH3:22].[Cl:1][C:2]1[S:6][C:5]([S:7]([NH:10][C:11]2[C:16]([O:21][CH3:20])=[N:15][CH:14]=[CH:13][N:12]=2)(=[O:9])=[O:8])=[CH:4][CH:3]=1. (2) Reactant: C[O:2][CH:3](OC)[CH2:4][NH:5][C:6]([C:8]1[N:9]=[C:10]2[CH:19]=[CH:18][C:17]3[C:16]([C:20]([F:23])([F:22])[F:21])=[CH:15][C:14]([C:24]([F:27])([F:26])[F:25])=[N:13][C:12]=3[N:11]2[CH:28]=1)=[O:7].FC(F)(F)C(O)=O. Product: [O:2]=[CH:3][CH2:4][NH:5][C:6]([C:8]1[N:9]=[C:10]2[CH:19]=[CH:18][C:17]3[C:16]([C:20]([F:21])([F:22])[F:23])=[CH:15][C:14]([C:24]([F:25])([F:26])[F:27])=[N:13][C:12]=3[N:11]2[CH:28]=1)=[O:7]. The catalyst class is: 2. (3) Product: [F:36][C:35]([F:38])([F:37])[S:32]([O:1][C:2]1[CH2:3][N:4]([C:7]([O:9][C:10]([CH3:13])([CH3:12])[CH3:11])=[O:8])[CH2:5][CH:6]=1)(=[O:33])=[O:31]. Reactant: [O:1]=[C:2]1[CH2:6][CH2:5][N:4]([C:7]([O:9][C:10]([CH3:13])([CH3:12])[CH3:11])=[O:8])[CH2:3]1.C[Si]([N-][Si](C)(C)C)(C)C.[Na+].C1(N([O:31][S:32]([C:35]([F:38])([F:37])[F:36])(=O)=[O:33])[O:31][S:32]([C:35]([F:38])([F:37])[F:36])(=O)=[O:33])C=CC=CC=1. The catalyst class is: 1. (4) Reactant: [F:1][C:2]1[CH:7]=[CH:6][C:5]([C@:8]2([CH2:32][CH2:33][CH2:34][OH:35])[O:13][C:12](=[O:14])[N:11]([C@H:15]([C:17]3[CH:22]=[CH:21][C:20](B4OC(C)(C)C(C)(C)O4)=[CH:19][CH:18]=3)[CH3:16])[CH2:10][CH2:9]2)=[CH:4][CH:3]=1.Br[C:37]1[CH:38]=[N:39][C:40]([CH3:43])=[N:41][CH:42]=1.C([O-])([O-])=O.[Cs+].[Cs+]. Product: [F:1][C:2]1[CH:3]=[CH:4][C:5]([C@:8]2([CH2:32][CH2:33][CH2:34][OH:35])[O:13][C:12](=[O:14])[N:11]([C@H:15]([C:17]3[CH:18]=[CH:19][C:20]([C:37]4[CH:38]=[N:39][C:40]([CH3:43])=[N:41][CH:42]=4)=[CH:21][CH:22]=3)[CH3:16])[CH2:10][CH2:9]2)=[CH:6][CH:7]=1. The catalyst class is: 184. (5) Reactant: [CH3:1][N:2]([CH2:10][CH2:11][N:12]1[CH2:17][CH2:16][C:15]([C:18]2[CH:23]=[CH:22][CH:21]=[C:20]([N+:24]([O-])=O)[CH:19]=2)=[CH:14][CH2:13]1)[C:3](=[O:9])[O:4][C:5]([CH3:8])([CH3:7])[CH3:6]. Product: [NH2:24][C:20]1[CH:19]=[C:18]([C:15]2[CH2:16][CH2:17][N:12]([CH2:11][CH2:10][N:2]([CH3:1])[C:3](=[O:9])[O:4][C:5]([CH3:6])([CH3:7])[CH3:8])[CH2:13][CH:14]=2)[CH:23]=[CH:22][CH:21]=1. The catalyst class is: 19. (6) Reactant: [N+:1]([C:4]1[CH:5]=[N:6][CH:7]=[CH:8][C:9]=1[C:10]1[O:15][C@H:14]([CH2:16][OH:17])[C@@H:13]([O:18][Si:19]([CH:26]([CH3:28])[CH3:27])([CH:23]([CH3:25])[CH3:24])[CH:20]([CH3:22])[CH3:21])[C@H:12]([O:29][Si:30]([CH:37]([CH3:39])[CH3:38])([CH:34]([CH3:36])[CH3:35])[CH:31]([CH3:33])[CH3:32])[CH:11]=1)([O-])=O. Product: [NH2:1][C:4]1[CH:5]=[N:6][CH:7]=[CH:8][C:9]=1[C:10]1[O:15][C@H:14]([CH2:16][OH:17])[C@@H:13]([O:18][Si:19]([CH:26]([CH3:27])[CH3:28])([CH:20]([CH3:21])[CH3:22])[CH:23]([CH3:24])[CH3:25])[C@H:12]([O:29][Si:30]([CH:37]([CH3:39])[CH3:38])([CH:31]([CH3:33])[CH3:32])[CH:34]([CH3:36])[CH3:35])[CH:11]=1.[NH2:1][C:4]1[CH:5]=[N:6][CH:7]=[CH:8][C:9]=1[CH:10]1[O:15][C@H:14]([CH2:16][OH:17])[C@@H:13]([O:18][Si:19]([CH:26]([CH3:27])[CH3:28])([CH:20]([CH3:21])[CH3:22])[CH:23]([CH3:24])[CH3:25])[C@H:12]([O:29][Si:30]([CH:37]([CH3:39])[CH3:38])([CH:31]([CH3:33])[CH3:32])[CH:34]([CH3:36])[CH3:35])[CH2:11]1. The catalyst class is: 29.